Dataset: Forward reaction prediction with 1.9M reactions from USPTO patents (1976-2016). Task: Predict the product of the given reaction. (1) Given the reactants C(O[C@@H](C1C(C2C=CC(Cl)=CC=2)=C2C(=CC=1C)N=C(C=C)C=C2)CO)(C)(C)C.C(OC[C@@H](OC(C)(C)C)C1C(C2C=CC(Cl)=CC=2)=C2C(=CC=1C)N=C(OS(C(F)(F)F)(=O)=O)C=C2)(=O)C(C)(C)C.C([O:75][CH2:76][C@@H:77]([O:99][C:100]([CH3:103])([CH3:102])[CH3:101])[C:78]1[C:79]([C:92]2[CH:97]=[CH:96][C:95]([Cl:98])=[CH:94][CH:93]=2)=[C:80]2[C:85](=[CH:86][C:87]=1[CH3:88])[N:84]=[C:83]([CH:89]1[CH2:91][CH2:90]1)[CH:82]=[CH:81]2)(=O)C(C)(C)C, predict the reaction product. The product is: [C:100]([O:99][C@@H:77]([C:78]1[C:79]([C:92]2[CH:93]=[CH:94][C:95]([Cl:98])=[CH:96][CH:97]=2)=[C:80]2[C:85](=[CH:86][C:87]=1[CH3:88])[N:84]=[C:83]([CH:89]1[CH2:91][CH2:90]1)[CH:82]=[CH:81]2)[CH2:76][OH:75])([CH3:103])([CH3:101])[CH3:102]. (2) Given the reactants [OH-].[Na+].C1COCC1.C([O:16][C@@H:17]([C:28]1[N:29]=[C:30]([NH:33][C:34](=[O:54])/[C:35](/[C:42]2[CH:47]=[CH:46][C:45]([S:48]([CH:51]3[CH2:53][CH2:52]3)(=[O:50])=[O:49])=[CH:44][CH:43]=2)=[CH:36]/[CH:37]2[CH2:41][CH2:40][CH2:39][CH2:38]2)[S:31][CH:32]=1)[CH2:18][O:19]C(=O)C1C=CC=CC=1)(=O)C1C=CC=CC=1, predict the reaction product. The product is: [CH:37]1(/[CH:36]=[C:35](\[C:42]2[CH:47]=[CH:46][C:45]([S:48]([CH:51]3[CH2:53][CH2:52]3)(=[O:50])=[O:49])=[CH:44][CH:43]=2)/[C:34]([NH:33][C:30]2[S:31][CH:32]=[C:28]([C@H:17]([OH:16])[CH2:18][OH:19])[N:29]=2)=[O:54])[CH2:41][CH2:40][CH2:39][CH2:38]1. (3) Given the reactants ClC1C(CO)=CC(F)=C(C=1)C(OC)=O.[Cl:15][C:16]1[C:17]([CH2:30][OH:31])=[CH:18][C:19]([F:29])=[C:20]([CH:28]=1)[C:21]([O:23][C:24]([CH3:27])([CH3:26])[CH3:25])=[O:22].[Cl:32][C:33]1[CH:34]=[C:35](O)[CH:36]=[CH:37][C:38]=1[O:39][C:40]([F:43])([F:42])[F:41], predict the reaction product. The product is: [Cl:15][C:16]1[C:17]([CH2:30][O:31][C:35]2[CH:36]=[CH:37][C:38]([O:39][C:40]([F:42])([F:43])[F:41])=[C:33]([Cl:32])[CH:34]=2)=[CH:18][C:19]([F:29])=[C:20]([CH:28]=1)[C:21]([O:23][C:24]([CH3:26])([CH3:27])[CH3:25])=[O:22]. (4) The product is: [Br:1][C:2]1[CH:3]=[C:4]2[C:8](=[CH:9][CH:10]=1)[N:7]([CH:11]1[CH2:16][CH2:15][CH2:14][CH2:13][O:12]1)[N:6]=[C:5]2[C:22]1[CH:23]=[CH:24][N:25]=[C:20]([S:19][CH3:18])[N:21]=1. Given the reactants [Br:1][C:2]1[CH:3]=[C:4]2[C:8](=[CH:9][CH:10]=1)[N:7]([CH:11]1[CH2:16][CH2:15][CH2:14][CH2:13][O:12]1)[N:6]=[C:5]2I.[CH3:18][S:19][C:20]1[N:25]=[C:24]([Sn](CCCC)(CCCC)CCCC)[CH:23]=[CH:22][N:21]=1, predict the reaction product. (5) The product is: [OH:8][CH2:9][C:10]1[CH:11]=[CH:12][C:13]([NH:16][C:17]([NH:19][CH2:20][C:21]2[C:22]([N:31]3[CH2:36][CH2:35][CH:34]([CH3:37])[CH2:33][CH2:32]3)=[N:23][C:24]([C:27]([F:29])([F:30])[F:28])=[CH:25][CH:26]=2)=[O:18])=[N:14][CH:15]=1. Given the reactants [Si]([O:8][CH2:9][C:10]1[CH:11]=[CH:12][C:13]([NH:16][C:17]([NH:19][CH2:20][C:21]2[C:22]([N:31]3[CH2:36][CH2:35][CH:34]([CH3:37])[CH2:33][CH2:32]3)=[N:23][C:24]([C:27]([F:30])([F:29])[F:28])=[CH:25][CH:26]=2)=[O:18])=[N:14][CH:15]=1)(C(C)(C)C)(C)C.[F-].C([N+](CCCC)(CCCC)CCCC)CCC, predict the reaction product. (6) Given the reactants [F:1][C:2]1[CH:3]=[CH:4][C:5]2[N:9]=[CH:8][N:7]([CH2:10][C:11]([OH:13])=O)[C:6]=2[C:14]=1[F:15].[NH2:16][CH:17]([C:19]1[CH:24]=[CH:23][C:22]([C:25]([CH3:29])([CH3:28])[C:26]#[N:27])=[C:21]([CH3:30])[CH:20]=1)[CH3:18].CN(C(ON1N=NC2C=CC=NC1=2)=[N+](C)C)C.F[P-](F)(F)(F)(F)F, predict the reaction product. The product is: [F:1][C:2]1[CH:3]=[CH:4][C:5]2[N:9]=[CH:8][N:7]([CH2:10][C:11]([NH:16][CH:17]([C:19]3[CH:24]=[CH:23][C:22]([C:25]([C:26]#[N:27])([CH3:29])[CH3:28])=[C:21]([CH3:30])[CH:20]=3)[CH3:18])=[O:13])[C:6]=2[C:14]=1[F:15]. (7) Given the reactants C1(P(C2CCCCC2)C2C=CC=C[C:9]=2[C:14]2[CH:19]=[CH:18][CH:17]=[CH:16][C:15]=2N(C)C)CCCCC1.C(=O)([O-])[O-:30].[Cs+].[Cs+].I[C:36]1[CH:41]=[C:40]([CH2:42][N:43]2[CH:47]=[CH:46][CH:45]=[N:44]2)[CH:39]=[CH:38][C:37]=1[CH:48]=[CH:49][C:50]([OH:52])=[O:51].[NH:53]1[CH2:58][CH2:57][NH:56][CH2:55][CH2:54]1.O1CCO[CH2:61][CH2:60]1, predict the reaction product. The product is: [CH2:60]([O:52][C:50](=[O:51])[CH:49]=[CH:48][C:37]1[CH:38]=[CH:39][C:40]([CH2:42][N:43]2[CH:47]=[CH:46][CH:45]=[N:44]2)=[CH:41][C:36]=1[N:53]1[CH2:58][CH2:57][N:56]([C:9](=[O:30])[C:14]2[CH:15]=[CH:16][CH:17]=[CH:18][CH:19]=2)[CH2:55][CH2:54]1)[CH3:61]. (8) Given the reactants [C:1]([O:5][C:6]([NH:8][C@@H:9]1[C:23](=[O:24])[N:22]2[CH2:25][C@H:26]([OH:28])[CH2:27][C@H:21]2[C:20](=[O:29])[NH:19][C@:18]2([C:31]([O:33]CC)=[O:32])[CH2:30][C@H:17]2[CH2:16][C:15]([F:37])([F:36])[CH2:14][CH2:13][CH2:12][CH2:11][CH2:10]1)=[O:7])([CH3:4])([CH3:3])[CH3:2].O1CCCC1.CO.O.[OH-].[Li+], predict the reaction product. The product is: [C:1]([O:5][C:6]([NH:8][C@@H:9]1[C:23](=[O:24])[N:22]2[CH2:25][C@H:26]([OH:28])[CH2:27][C@H:21]2[C:20](=[O:29])[NH:19][C@:18]2([C:31]([OH:33])=[O:32])[CH2:30][C@H:17]2[CH2:16][C:15]([F:37])([F:36])[CH2:14][CH2:13][CH2:12][CH2:11][CH2:10]1)=[O:7])([CH3:4])([CH3:2])[CH3:3].